Dataset: NCI-60 drug combinations with 297,098 pairs across 59 cell lines. Task: Regression. Given two drug SMILES strings and cell line genomic features, predict the synergy score measuring deviation from expected non-interaction effect. (1) Drug 1: CCC1=C2CN3C(=CC4=C(C3=O)COC(=O)C4(CC)O)C2=NC5=C1C=C(C=C5)O. Drug 2: CC(C)(C#N)C1=CC(=CC(=C1)CN2C=NC=N2)C(C)(C)C#N. Cell line: OVCAR-4. Synergy scores: CSS=10.6, Synergy_ZIP=4.80, Synergy_Bliss=0.489, Synergy_Loewe=-1.74, Synergy_HSA=0.301. (2) Drug 1: CC1C(C(CC(O1)OC2CC(CC3=C2C(=C4C(=C3O)C(=O)C5=C(C4=O)C(=CC=C5)OC)O)(C(=O)C)O)N)O.Cl. Drug 2: CC1C(C(CC(O1)OC2CC(OC(C2O)C)OC3=CC4=CC5=C(C(=O)C(C(C5)C(C(=O)C(C(C)O)O)OC)OC6CC(C(C(O6)C)O)OC7CC(C(C(O7)C)O)OC8CC(C(C(O8)C)O)(C)O)C(=C4C(=C3C)O)O)O)O. Cell line: IGROV1. Synergy scores: CSS=23.2, Synergy_ZIP=-0.132, Synergy_Bliss=3.41, Synergy_Loewe=-3.44, Synergy_HSA=4.13. (3) Drug 1: CC(C)NC(=O)C1=CC=C(C=C1)CNNC.Cl. Drug 2: CCC1(C2=C(COC1=O)C(=O)N3CC4=CC5=C(C=CC(=C5CN(C)C)O)N=C4C3=C2)O.Cl. Cell line: HCT-15. Synergy scores: CSS=-3.29, Synergy_ZIP=-2.97, Synergy_Bliss=-9.95, Synergy_Loewe=-45.8, Synergy_HSA=-19.1.